Dataset: Catalyst prediction with 721,799 reactions and 888 catalyst types from USPTO. Task: Predict which catalyst facilitates the given reaction. Reactant: [Cl:1][C:2]1[N:3]=[CH:4][C:5]2[S:10][CH:9]=[C:8]([C:11](Cl)=[O:12])[C:6]=2[N:7]=1.[CH3:14][C:15]1[CH:16]=[C:17]([NH2:25])[CH:18]=[C:19]2[C:24]=1[N:23]=[CH:22][CH:21]=[CH:20]2.N1C=CC=CC=1. Product: [Cl:1][C:2]1[N:3]=[CH:4][C:5]2[S:10][CH:9]=[C:8]([C:11]([NH:25][C:17]3[CH:18]=[C:19]4[C:24](=[C:15]([CH3:14])[CH:16]=3)[N:23]=[CH:22][CH:21]=[CH:20]4)=[O:12])[C:6]=2[N:7]=1. The catalyst class is: 91.